This data is from Full USPTO retrosynthesis dataset with 1.9M reactions from patents (1976-2016). The task is: Predict the reactants needed to synthesize the given product. (1) Given the product [CH:23]([O:25][CH2:26][CH2:27][O:28][NH:29][C:8]([C:6]1[CH:7]=[C:2]([F:1])[C:3]2[N:4]([CH:20]=[N:21][CH:22]=2)[C:5]=1[NH:11][C:12]1[CH:17]=[CH:16][C:15]([I:18])=[CH:14][C:13]=1[F:19])=[O:9])=[CH2:24], predict the reactants needed to synthesize it. The reactants are: [F:1][C:2]1[C:3]2[N:4]([CH:20]=[N:21][CH:22]=2)[C:5]([NH:11][C:12]2[CH:17]=[CH:16][C:15]([I:18])=[CH:14][C:13]=2[F:19])=[C:6]([C:8](O)=[O:9])[CH:7]=1.[CH:23]([O:25][CH2:26][CH2:27][O:28][NH2:29])=[CH2:24].CCN=C=NCCCN(C)C.C1C=CC2N(O)N=NC=2C=1.CCN(C(C)C)C(C)C. (2) Given the product [CH3:18][N:5]1[C:6]([C:7]2[CH:17]=[CH:16][C:10]3[O:11][CH2:12][C:13](=[O:15])[NH:14][C:9]=3[CH:8]=2)=[C:2]([C:23]2[CH:28]=[CH:27][CH:26]=[CH:25][CH:24]=2)[C:3]([C:19]([F:22])([F:21])[F:20])=[N:4]1, predict the reactants needed to synthesize it. The reactants are: Br[C:2]1[C:3]([C:19]([F:22])([F:21])[F:20])=[N:4][N:5]([CH3:18])[C:6]=1[C:7]1[CH:17]=[CH:16][C:10]2[O:11][CH2:12][C:13](=[O:15])[NH:14][C:9]=2[CH:8]=1.[C:23]1(B(O)O)[CH:28]=[CH:27][CH:26]=[CH:25][CH:24]=1. (3) Given the product [C:1]([O:5][C:6]([N:8]1[CH2:21][C@@H:20]([CH3:22])[N:11]2[C:12]3[CH:13]=[C:14]([N:36]=[C:23]([C:24]4[CH:29]=[CH:28][CH:27]=[CH:26][CH:25]=4)[C:30]4[CH:35]=[CH:34][CH:33]=[CH:32][CH:31]=4)[CH:15]=[CH:16][C:17]=3[CH2:18][C@@H:10]2[CH2:9]1)=[O:7])([CH3:4])([CH3:3])[CH3:2], predict the reactants needed to synthesize it. The reactants are: [C:1]([O:5][C:6]([N:8]1[CH2:21][C@@H:20]([CH3:22])[N:11]2[C:12]3[CH:13]=[C:14](Br)[CH:15]=[CH:16][C:17]=3[CH2:18][C@@H:10]2[CH2:9]1)=[O:7])([CH3:4])([CH3:3])[CH3:2].[C:23](=[NH:36])([C:30]1[CH:35]=[CH:34][CH:33]=[CH:32][CH:31]=1)[C:24]1[CH:29]=[CH:28][CH:27]=[CH:26][CH:25]=1.C1(P(C2C=CC=CC=2)C2C=CC3C(=CC=CC=3)C=2C2C3C(=CC=CC=3)C=CC=2P(C2C=CC=CC=2)C2C=CC=CC=2)C=CC=CC=1. (4) Given the product [F:22][C:23]1[CH:28]=[C:27]([C:29]([F:30])([F:31])[F:32])[CH:26]=[CH:25][C:24]=1[C:2]1[N:7]=[CH:6][N:5]=[C:4]([NH:8][C:9]2[CH:14]=[CH:13][C:12]([S:15]([NH2:18])(=[O:17])=[O:16])=[CH:11][CH:10]=2)[C:3]=1[N+:19]([O-:21])=[O:20], predict the reactants needed to synthesize it. The reactants are: Cl[C:2]1[N:7]=[CH:6][N:5]=[C:4]([NH:8][C:9]2[CH:14]=[CH:13][C:12]([S:15]([NH2:18])(=[O:17])=[O:16])=[CH:11][CH:10]=2)[C:3]=1[N+:19]([O-:21])=[O:20].[F:22][C:23]1[CH:28]=[C:27]([C:29]([F:32])([F:31])[F:30])[CH:26]=[CH:25][C:24]=1B(O)O.C(=O)([O-])[O-].[Na+].[Na+].O1CCOCC1. (5) Given the product [CH:11]1([CH2:17][N:18]2[CH2:23][CH2:22][CH2:21][CH:20]([C:26]([O:28][CH2:29][CH3:30])=[O:27])[C:19]2=[O:24])[CH2:16][CH2:15][CH2:14][CH2:13][CH2:12]1, predict the reactants needed to synthesize it. The reactants are: C[Si]([N-][Si](C)(C)C)(C)C.[Li+].[CH:11]1([CH2:17][N:18]2[CH2:23][CH2:22][CH2:21][CH2:20][C:19]2=[O:24])[CH2:16][CH2:15][CH2:14][CH2:13][CH2:12]1.Cl[C:26]([O:28][CH2:29][CH3:30])=[O:27]. (6) Given the product [CH2:1]([S:3][C:4]1[CH:9]=[CH:8][CH:7]=[CH:6][C:5]=1[C:10]1[N:19]([CH3:20])[C:13]2=[N:14][CH:15]=[C:16]([C:24]([F:29])([F:28])[C:23]([F:31])([F:30])[C:22]([F:33])([F:32])[F:21])[CH:17]=[C:12]2[N:11]=1)[CH3:2], predict the reactants needed to synthesize it. The reactants are: [CH2:1]([S:3][C:4]1[CH:9]=[CH:8][CH:7]=[CH:6][C:5]=1[C:10]1[N:19]([CH3:20])[C:13]2=[N:14][CH:15]=[C:16](I)[CH:17]=[C:12]2[N:11]=1)[CH3:2].[F:21][C:22]([F:33])([F:32])[C:23]([F:31])([F:30])[C:24]([F:29])([F:28])C([O-])=O.[Na+].C(=O)([O-])O.[Na+].N. (7) Given the product [C:1]([O:5][C:6]([NH:8][C:9]1[CH:66]=[C:65]([O:67][Si:68]([CH:69]([CH3:71])[CH3:70])([CH:72]([CH3:74])[CH3:73])[CH:75]([CH3:76])[CH3:77])[C:64]([O:78][CH3:79])=[CH:63][C:10]=1[C:11]([N:13]1[C@H:17]([CH2:18][OH:19])[CH2:16][C:15]([C:27]2[CH:32]=[CH:31][C:30]([NH:33][C:34](=[O:62])[C@@H:35]([NH:37][C:38](=[O:61])[C@@H:39]([NH:43][C:44](=[O:60])[O:45][CH2:46][CH:47]3[C:59]4[CH:58]=[CH:57][CH:56]=[CH:55][C:54]=4[C:53]4[C:48]3=[CH:49][CH:50]=[CH:51][CH:52]=4)[CH:40]([CH3:42])[CH3:41])[CH3:36])=[CH:29][CH:28]=2)=[CH:14]1)=[O:12])=[O:7])([CH3:4])([CH3:3])[CH3:2], predict the reactants needed to synthesize it. The reactants are: [C:1]([O:5][C:6]([NH:8][C:9]1[CH:66]=[C:65]([O:67][Si:68]([CH:75]([CH3:77])[CH3:76])([CH:72]([CH3:74])[CH3:73])[CH:69]([CH3:71])[CH3:70])[C:64]([O:78][CH3:79])=[CH:63][C:10]=1[C:11]([N:13]1[C@H:17]([CH2:18][O:19][Si](C(C)(C)C)(C)C)[CH2:16][C:15]([C:27]2[CH:32]=[CH:31][C:30]([NH:33][C:34](=[O:62])[C@@H:35]([NH:37][C:38](=[O:61])[C@@H:39]([NH:43][C:44](=[O:60])[O:45][CH2:46][CH:47]3[C:59]4[CH:58]=[CH:57][CH:56]=[CH:55][C:54]=4[C:53]4[C:48]3=[CH:49][CH:50]=[CH:51][CH:52]=4)[CH:40]([CH3:42])[CH3:41])[CH3:36])=[CH:29][CH:28]=2)=[CH:14]1)=[O:12])=[O:7])([CH3:4])([CH3:3])[CH3:2]. (8) Given the product [Cl:42][C:28]1[CH:27]=[C:26]([C:24]2[CH:23]=[C:22]([CH3:34])[N:21]=[C:20]([C:18]3[CH:17]=[CH:16][N:15]=[C:14]([C:11]4[S:10][C:9]([S:6]([NH2:5])(=[O:8])=[O:7])=[CH:13][CH:12]=4)[CH:19]=3)[N:25]=2)[CH:31]=[CH:30][C:29]=1[Cl:32], predict the reactants needed to synthesize it. The reactants are: C([NH:5][S:6]([C:9]1[S:10][C:11]([C:14]2[CH:19]=[C:18]([C:20]3[N:25]=[C:24]([C:26]4[CH:31]=[CH:30][C:29]([Cl:32])=[CH:28][C:27]=4Cl)[CH:23]=[C:22]([CH3:34])[N:21]=3)[CH:17]=[CH:16][N:15]=2)=[CH:12][CH:13]=1)(=[O:8])=[O:7])(C)(C)C.C(O)(C(F)(F)F)=O.[Cl:42]CCl. (9) The reactants are: Cl[S:2]([N:5]=[C:6]=[O:7])(=[O:4])=[O:3].[F:8][C:9]1[CH:22]=[C:21]([F:23])[CH:20]=[C:19]([F:24])[C:10]=1[CH2:11][NH:12][C:13]1[CH:18]=[CH:17][CH:16]=[CH:15][CH:14]=1.[Cl-].[Al+3].[Cl-].[Cl-]. Given the product [F:8][C:9]1[CH:22]=[C:21]([F:23])[CH:20]=[C:19]([F:24])[C:10]=1[CH2:11][N:12]1[C:13]2[CH:18]=[CH:17][CH:16]=[CH:15][C:14]=2[S:2](=[O:4])(=[O:3])[NH:5][C:6]1=[O:7], predict the reactants needed to synthesize it.